The task is: Predict the product of the given reaction.. This data is from Forward reaction prediction with 1.9M reactions from USPTO patents (1976-2016). (1) Given the reactants [Cl:1][C:2]1[CH:7]=[CH:6][C:5]([CH:8]2[CH2:10][CH:9]2[CH2:11]Cl)=[CH:4][C:3]=1[Cl:13].[I-].[Na+].[NH:16]1[C:26]2[C:21](=[CH:22][CH:23]=[CH:24][CH:25]=2)[C:19](=[O:20])[C:17]1=[O:18].C([O-])([O-])=O.[Cs+].[Cs+], predict the reaction product. The product is: [Cl:13][C:3]1[CH:4]=[C:5]([CH:8]2[CH2:10][CH:9]2[CH2:11][N:16]2[C:26]3[C:21](=[CH:22][CH:23]=[CH:24][CH:25]=3)[C:19](=[O:20])[C:17]2=[O:18])[CH:6]=[CH:7][C:2]=1[Cl:1]. (2) Given the reactants [Cl:1][C:2]1[N:7]=[C:6]([N:8]2[CH2:12][CH2:11][C@H:10]([NH2:13])[CH2:9]2)[CH:5]=[C:4]([CH2:14][CH2:15][CH3:16])[N:3]=1.[C:17](O)(=[O:20])[CH2:18][OH:19].Cl.CN(C)CCCN=C=NCC.O.ON1C2C=CC=CC=2N=N1.C(N(C(C)C)CC)(C)C, predict the reaction product. The product is: [Cl:1][C:2]1[N:7]=[C:6]([N:8]2[CH2:12][CH2:11][C@H:10]([NH:13][C:18](=[O:19])[CH2:17][OH:20])[CH2:9]2)[CH:5]=[C:4]([CH2:14][CH2:15][CH3:16])[N:3]=1. (3) The product is: [CH3:25][O:24][C:22](=[O:23])[CH2:21][N:4]1[C:5]([C:6]2[CH:13]=[CH:12][CH:11]=[C:8]([C:9]#[N:10])[CH:7]=2)=[N:1][N:2]=[N:3]1. Given the reactants [NH:1]1[C:5]([C:6]2[CH:7]=[C:8]([CH:11]=[CH:12][CH:13]=2)[C:9]#[N:10])=[N:4][N:3]=[N:2]1.C(=O)([O-])[O-].[Na+].[Na+].Br[CH2:21][C:22]([O:24][CH3:25])=[O:23], predict the reaction product. (4) Given the reactants [I:1][C:2]1[CH:3]=[C:4]([CH:8]=[CH:9][C:10]=1[CH3:11])[C:5]([OH:7])=O.Cl.CN(C)[CH2:15][CH2:16][CH2:17][N:18]=C=NCC.C1(N)CC1.O, predict the reaction product. The product is: [CH:17]1([NH:18][C:5](=[O:7])[C:4]2[CH:8]=[CH:9][C:10]([CH3:11])=[C:2]([I:1])[CH:3]=2)[CH2:15][CH2:16]1. (5) Given the reactants C(O)(C(F)(F)F)=O.[CH3:8][CH:9]([CH3:40])[CH2:10][C@H:11]([C:33]([O:35]C(C)(C)C)=[O:34])[CH:12]([C:23]([O:25][CH2:26][C:27]1[CH:32]=[CH:31][CH:30]=[CH:29][CH:28]=1)=[O:24])[C:13]([O:15][CH2:16][C:17]1[CH:22]=[CH:21][CH:20]=[CH:19][CH:18]=1)=[O:14].CCCCCC, predict the reaction product. The product is: [CH2:26]([O:25][C:23](=[O:24])[CH:12]([C@H:11]([CH2:10][CH:9]([CH3:8])[CH3:40])[C:33]([OH:35])=[O:34])[C:13]([O:15][CH2:16][C:17]1[CH:18]=[CH:19][CH:20]=[CH:21][CH:22]=1)=[O:14])[C:27]1[CH:28]=[CH:29][CH:30]=[CH:31][CH:32]=1. (6) Given the reactants [CH3:1][N:2]1[CH2:7][CH2:6][NH:5][CH2:4][CH2:3]1.C(=O)([O-])[O-].[Na+].[Na+].[I-].[Na+].[Cl:16][CH2:17][CH2:18][CH2:19][C:20]([C:22]1[CH:27]=[CH:26][C:25]([F:28])=[CH:24][CH:23]=1)=[O:21], predict the reaction product. The product is: [ClH:16].[ClH:16].[F:28][C:25]1[CH:26]=[CH:27][C:22]([C:20](=[O:21])[CH2:19][CH2:18][CH2:17][N:5]2[CH2:6][CH2:7][N:2]([CH3:1])[CH2:3][CH2:4]2)=[CH:23][CH:24]=1. (7) The product is: [CH2:1]([O:5][C:6](=[O:19])[C:7]1[CH:8]=[CH:9][C:10]([N:13]2[CH2:14][CH2:15][N:16]([C:28](=[O:29])[C:27]3[CH:31]=[C:32]([N+:35]([O-:37])=[O:36])[CH:33]=[CH:34][C:26]=3[N:20]3[CH2:25][CH2:24][O:23][CH2:22][CH2:21]3)[CH2:17][CH2:18]2)=[CH:11][CH:12]=1)[CH2:2][CH2:3][CH3:4]. Given the reactants [CH2:1]([O:5][C:6](=[O:19])[C:7]1[CH:12]=[CH:11][C:10]([N:13]2[CH2:18][CH2:17][NH:16][CH2:15][CH2:14]2)=[CH:9][CH:8]=1)[CH2:2][CH2:3][CH3:4].[N:20]1([C:26]2[CH:34]=[CH:33][C:32]([N+:35]([O-:37])=[O:36])=[CH:31][C:27]=2[C:28](O)=[O:29])[CH2:25][CH2:24][O:23][CH2:22][CH2:21]1, predict the reaction product.